From a dataset of Forward reaction prediction with 1.9M reactions from USPTO patents (1976-2016). Predict the product of the given reaction. The product is: [CH3:11][O:12][C:13](=[O:18])[C@@H:14]([CH3:17])[CH2:15][O:10][C:8]1[CH:7]=[CH:6][C:3]([C:4]#[N:5])=[C:2]([F:1])[CH:9]=1. Given the reactants [F:1][C:2]1[CH:9]=[C:8]([OH:10])[CH:7]=[CH:6][C:3]=1[C:4]#[N:5].[CH3:11][O:12][C:13](=[O:18])[C@@H:14]([CH3:17])[CH2:15]O.C1(P(C2C=CC=CC=2)C2C=CC=CC=2)C=CC=CC=1.N(C(OCC)=O)=NC(OCC)=O, predict the reaction product.